Dataset: Forward reaction prediction with 1.9M reactions from USPTO patents (1976-2016). Task: Predict the product of the given reaction. (1) Given the reactants Cl.[Cl:2][C:3]1[CH:15]=[CH:14][C:6]([O:7][CH:8]2[CH2:13][CH2:12][NH:11][CH2:10][CH2:9]2)=[CH:5][CH:4]=1.[Cl:16][CH2:17][C:18](Cl)=[O:19], predict the reaction product. The product is: [Cl:16][CH2:17][C:18]([N:11]1[CH2:10][CH2:9][CH:8]([O:7][C:6]2[CH:14]=[CH:15][C:3]([Cl:2])=[CH:4][CH:5]=2)[CH2:13][CH2:12]1)=[O:19]. (2) Given the reactants [NH2:1][CH2:2][C:3]1[CH:8]=[CH:7][N:6]=[C:5]([NH:9]CC2C=CC(OC)=CC=2)[CH:4]=1, predict the reaction product. The product is: [NH2:1][CH2:2][C:3]1[CH:8]=[CH:7][N:6]=[C:5]([NH2:9])[CH:4]=1. (3) Given the reactants Br[C:2]1[S:6][C:5]([NH:7][C:8]([NH:10][C:11]2[CH:16]=[CH:15][C:14]([CH3:17])=[CH:13][C:12]=2[C:18]([CH:20]2[CH2:24][CH2:23][CH2:22][CH2:21]2)=[O:19])=[O:9])=[N:4][CH:3]=1.[CH3:25][N:26]1[CH:30]=[N:29][N:28]=[C:27]1[SH:31], predict the reaction product. The product is: [CH:20]1([C:18]([C:12]2[CH:13]=[C:14]([CH3:17])[CH:15]=[CH:16][C:11]=2[NH:10][C:8]([NH:7][C:5]2[S:6][C:2]([S:31][C:27]3[N:26]([CH3:25])[CH:30]=[N:29][N:28]=3)=[CH:3][N:4]=2)=[O:9])=[O:19])[CH2:24][CH2:23][CH2:22][CH2:21]1.